From a dataset of Peptide-MHC class II binding affinity with 134,281 pairs from IEDB. Regression. Given a peptide amino acid sequence and an MHC pseudo amino acid sequence, predict their binding affinity value. This is MHC class II binding data. (1) The peptide sequence is EKKYFAVTQFEPLAA. The MHC is DRB1_1602 with pseudo-sequence DRB1_1602. The binding affinity (normalized) is 0.676. (2) The peptide sequence is APTGMFVAAAKYMVI. The MHC is HLA-DQA10101-DQB10501 with pseudo-sequence HLA-DQA10101-DQB10501. The binding affinity (normalized) is 0.332. (3) The peptide sequence is VDGMAWFTPVGLAVD. The MHC is HLA-DQA10501-DQB10201 with pseudo-sequence HLA-DQA10501-DQB10201. The binding affinity (normalized) is 0.786. (4) The peptide sequence is FAPFSKDNSIRLSAG. The MHC is DRB5_0101 with pseudo-sequence DRB5_0101. The binding affinity (normalized) is 0.255. (5) The peptide sequence is NRASLMQLISTNVFG. The MHC is DRB1_0301 with pseudo-sequence DRB1_0301. The binding affinity (normalized) is 0.209. (6) The peptide sequence is KPTAAGPKDNGGACG. The MHC is DRB1_0802 with pseudo-sequence DRB1_0802. The binding affinity (normalized) is 0.